Dataset: CYP2D6 inhibition data for predicting drug metabolism from PubChem BioAssay. Task: Regression/Classification. Given a drug SMILES string, predict its absorption, distribution, metabolism, or excretion properties. Task type varies by dataset: regression for continuous measurements (e.g., permeability, clearance, half-life) or binary classification for categorical outcomes (e.g., BBB penetration, CYP inhibition). Dataset: cyp2d6_veith. (1) The drug is O=C(c1nc2ccc([N+](=O)[O-])cc2[nH]c1=O)[C@@H](O)c1ccc2c(c1)OCO2. The result is 0 (non-inhibitor). (2) The compound is CCOC(=O)c1ccc(NC(=O)CC2NCCNC2=O)cc1. The result is 0 (non-inhibitor). (3) The drug is Cc1nc(NC(=O)c2ccccc2)sc1-c1csc(Nc2ccc(Cl)cc2)n1. The result is 0 (non-inhibitor). (4) The compound is NC(=O)[C@H](Cc1cc2ccccc2s1)NC(=O)[C@@H]1CC2(CC(c3cccc(NC(=O)[C@@H]4CCC(=O)N4)c3)=NO2)CN1C(=O)/C=C/c1c(F)cccc1Cl. The result is 0 (non-inhibitor). (5) The molecule is CCCN(C(=S)Nc1ccccc1)C1CCS(=O)(=O)C1. The result is 0 (non-inhibitor). (6) The drug is N#C/C(=C/c1cccc(C(F)(F)F)c1)c1nc(CCN2C(=O)c3ccccc3C2=O)cs1. The result is 0 (non-inhibitor). (7) The result is 0 (non-inhibitor). The compound is Nc1ncnc2c1cnn2-c1ccccc1.